This data is from Reaction yield outcomes from USPTO patents with 853,638 reactions. The task is: Predict the reaction yield, written as a fraction of the theoretical maximum amount of product (1.0 means a 100% yield; for example, 0.34 means a 34% yield). The reactants are [NH2:1][C@@H:2]([CH2:21][S:22]([CH2:25][C:26]1[CH:31]=[CH:30][CH:29]=[CH:28][CH:27]=1)(=[O:24])=[O:23])[C:3]([NH:5][CH:6]([CH:10]([C:12]1[S:13][C:14]2[CH:20]=[CH:19][CH:18]=[CH:17][C:15]=2[N:16]=1)[OH:11])[CH2:7][CH2:8][CH3:9])=[O:4].[CH3:32][C:33]([CH3:35])=O.C([BH3-])#N.C(O)C(N)(CO)CO. The catalyst is C(#N)C.C(O)(=O)C. The product is [S:13]1[C:14]2[CH:20]=[CH:19][CH:18]=[CH:17][C:15]=2[N:16]=[C:12]1[CH:10]([OH:11])[CH:6]([NH:5][C:3](=[O:4])[C@@H:2]([NH:1][CH:33]([CH3:35])[CH3:32])[CH2:21][S:22]([CH2:25][C:26]1[CH:27]=[CH:28][CH:29]=[CH:30][CH:31]=1)(=[O:23])=[O:24])[CH2:7][CH2:8][CH3:9]. The yield is 0.540.